This data is from Full USPTO retrosynthesis dataset with 1.9M reactions from patents (1976-2016). The task is: Predict the reactants needed to synthesize the given product. (1) Given the product [Cl:1][C:2]1[CH:3]=[CH:4][C:5]([O:41][CH3:42])=[C:6]([C@@:8]2([F:40])[C:16]3[C:11](=[CH:12][C:13]([C:17]([F:19])([F:18])[F:20])=[CH:14][CH:15]=3)[N:10]([C:21]([O:23][CH2:24][C:25]([OH:27])=[O:26])=[O:22])[C:9]2=[O:39])[CH:7]=1, predict the reactants needed to synthesize it. The reactants are: [Cl:1][C:2]1[CH:3]=[CH:4][C:5]([O:41][CH3:42])=[C:6]([C@@:8]2([F:40])[C:16]3[C:11](=[CH:12][C:13]([C:17]([F:20])([F:19])[F:18])=[CH:14][CH:15]=3)[N:10]([C:21]([O:23][CH2:24][C:25]([O:27]CC(OCC3C=CC=CC=3)=O)=[O:26])=[O:22])[C:9]2=[O:39])[CH:7]=1. (2) Given the product [Cl:2][C:3]1[C:4]([C:15]([F:16])([F:17])[F:18])=[C:5]([N:9]2[CH2:14][CH2:13][N:12]([CH2:34][CH2:33][CH2:32][CH2:31][O:30][C:26]3[N:27]=[C:28]4[C:23]([CH:22]=[CH:21][C:20](=[O:19])[NH:29]4)=[CH:24][CH:25]=3)[CH2:11][CH2:10]2)[CH:6]=[CH:7][CH:8]=1, predict the reactants needed to synthesize it. The reactants are: Cl.[Cl:2][C:3]1[C:4]([C:15]([F:18])([F:17])[F:16])=[C:5]([N:9]2[CH2:14][CH2:13][NH:12][CH2:11][CH2:10]2)[CH:6]=[CH:7][CH:8]=1.[O:19]=[C:20]1[NH:29][C:28]2[N:27]=[C:26]([O:30][CH2:31][CH2:32][CH2:33][CH:34]=O)[CH:25]=[CH:24][C:23]=2[CH:22]=[CH:21]1.C(N(CC)CC)C.[BH-](OC(C)=O)(OC(C)=O)OC(C)=O.[Na+]. (3) Given the product [CH3:1][C:2]1[C:3]([O:8][C:9]2[CH:10]=[C:11]([CH:21]=[CH:22][CH:23]=2)[CH:12]=[C:36]2[CH2:37][CH2:38][N:33]([C:31]([O:30][C:26]([CH3:29])([CH3:28])[CH3:27])=[O:32])[CH2:34][CH2:35]2)=[N:4][CH:5]=[CH:6][CH:7]=1, predict the reactants needed to synthesize it. The reactants are: [CH3:1][C:2]1[C:3]([O:8][C:9]2[CH:10]=[C:11]([CH:21]=[CH:22][CH:23]=2)[CH2:12]P(=O)(OCC)OCC)=[N:4][CH:5]=[CH:6][CH:7]=1.[H-].[Na+].[C:26]([O:30][C:31]([N:33]1[CH2:38][CH2:37][C:36](=O)[CH2:35][CH2:34]1)=[O:32])([CH3:29])([CH3:28])[CH3:27].O. (4) Given the product [CH3:1][C:2]1[CH:7]=[CH:6][CH:5]=[CH:4][C:3]=1[C:8]([C:10]1[CH:11]=[CH:12][C:13]([C:16]2[O:17][CH2:18][C:19]([CH3:22])([CH3:21])[N:20]=2)=[CH:14][CH:15]=1)=[O:9], predict the reactants needed to synthesize it. The reactants are: [CH3:1][C:2]1[CH:7]=[CH:6][CH:5]=[CH:4][C:3]=1[CH:8]([C:10]1[CH:15]=[CH:14][C:13]([C:16]2[O:17][CH2:18][C:19]([CH3:22])([CH3:21])[N:20]=2)=[CH:12][CH:11]=1)[OH:9]. (5) Given the product [C:12]([CH2:11][C:10]([N:1]1[CH2:6][CH2:5][O:4][CH2:3][CH2:2]1)=[O:9])#[N:13], predict the reactants needed to synthesize it. The reactants are: [NH:1]1[CH2:6][CH2:5][O:4][CH2:3][CH2:2]1.C([O:9][C:10](=O)[CH2:11][C:12]#[N:13])C. (6) The reactants are: Cl.[F:2][C:3]1[CH:4]=[CH:5][CH:6]=[C:7]2[C:12]=1[C:11]([NH:13][C@H:14]1[CH2:18][CH2:17][NH:16][CH2:15]1)=[N:10][C:9]([C:19]1[NH:23][C:22](=[O:24])[NH:21][N:20]=1)=[CH:8]2.CC1C=CC=C(C)N=1.[C:33](Cl)(=[O:36])[CH:34]=[CH2:35]. Given the product [C:33]([N:16]1[CH2:17][CH2:18][C@H:14]([NH:13][C:11]2[C:12]3[C:7](=[CH:6][CH:5]=[CH:4][C:3]=3[F:2])[CH:8]=[C:9]([C:19]3[NH:23][C:22](=[O:24])[NH:21][N:20]=3)[N:10]=2)[CH2:15]1)(=[O:36])[CH:34]=[CH2:35], predict the reactants needed to synthesize it.